From a dataset of Forward reaction prediction with 1.9M reactions from USPTO patents (1976-2016). Predict the product of the given reaction. (1) Given the reactants Br[C:2]1[CH:3]=[C:4]([CH:19]=[CH:20][C:21]=1[N:22]1[CH2:26][C@H:25]([OH:27])[C@@H:24]([OH:28])[CH2:23]1)[C:5]([NH:7][C:8]1[CH:13]=[CH:12][C:11]([O:14][C:15]([F:18])([F:17])[F:16])=[CH:10][CH:9]=1)=[O:6].[N:29]1[CH:34]=[C:33](B(O)O)[CH:32]=[N:31][CH:30]=1.C([O-])([O-])=O.[Na+].[Na+], predict the reaction product. The product is: [OH:28][C@@H:24]1[C@@H:25]([OH:27])[CH2:26][N:22]([C:21]2[CH:20]=[CH:19][C:4]([C:5]([NH:7][C:8]3[CH:13]=[CH:12][C:11]([O:14][C:15]([F:18])([F:17])[F:16])=[CH:10][CH:9]=3)=[O:6])=[CH:3][C:2]=2[C:33]2[CH:34]=[N:29][CH:30]=[N:31][CH:32]=2)[CH2:23]1. (2) Given the reactants [CH3:1][O:2][C:3](=[O:20])[C:4]1[CH:9]=[C:8]([C:10](=[O:18])[C:11]2[CH:16]=[CH:15][C:14](Br)=[CH:13][CH:12]=2)[CH:7]=[CH:6][C:5]=1[F:19].C1C=CC(P(C2C(C3C(P(C4C=CC=CC=4)C4C=CC=CC=4)=CC=C4C=3C=CC=C4)=C3C(C=CC=C3)=CC=2)C2C=CC=CC=2)=CC=1.C([O-])([O-])=O.[Cs+].[Cs+].[Cl:73][C:74]1[CH:81]=[CH:80][C:77]([NH:78]C)=[CH:76][CH:75]=1, predict the reaction product. The product is: [CH3:1][O:2][C:3](=[O:20])[C:4]1[CH:9]=[C:8]([C:10](=[O:18])[C:11]2[CH:16]=[CH:15][C:14]([NH:78][C:77]3[CH:80]=[CH:81][C:74]([Cl:73])=[CH:75][CH:76]=3)=[CH:13][CH:12]=2)[CH:7]=[CH:6][C:5]=1[F:19]. (3) Given the reactants Cl.[NH2:2][CH:3]1[CH2:8][CH2:7][N:6]([CH2:9][CH2:10][N:11]2[C:20]3[C:15](=[CH:16][CH:17]=[C:18]([O:21][CH3:22])[CH:19]=3)[N:14]=[CH:13][C:12]2=[O:23])[CH2:5][CH2:4]1.[O:24]=[C:25]1[CH2:30][S:29][C:28]2[CH:31]=[CH:32][C:33]([CH:35]=O)=[N:34][C:27]=2[NH:26]1.C(O[BH-](OC(=O)C)OC(=O)C)(=O)C.[Na+].C(=O)([O-])O.[Na+], predict the reaction product. The product is: [CH3:22][O:21][C:18]1[CH:19]=[C:20]2[C:15]([N:14]=[CH:13][C:12](=[O:23])[N:11]2[CH2:10][CH2:9][N:6]2[CH2:5][CH2:4][CH:3]([NH:2][CH2:35][C:33]3[CH:32]=[CH:31][C:28]4[S:29][CH2:30][C:25](=[O:24])[NH:26][C:27]=4[N:34]=3)[CH2:8][CH2:7]2)=[CH:16][CH:17]=1. (4) Given the reactants [C:1]([NH:6][C:7]1[CH:12]=[CH:11][C:10]([CH:13]2[CH2:18][CH2:17][N:16](C(OC(C)(C)C)=O)[CH2:15][CH2:14]2)=[CH:9][CH:8]=1)(=[O:5])[CH:2]([CH3:4])[CH3:3].C(O)(C(F)(F)F)=O.[OH-].[K+], predict the reaction product. The product is: [CH3:3][CH:2]([CH3:4])[C:1]([NH:6][C:7]1[CH:12]=[CH:11][C:10]([CH:13]2[CH2:18][CH2:17][NH:16][CH2:15][CH2:14]2)=[CH:9][CH:8]=1)=[O:5]. (5) Given the reactants B(Br)(Br)Br.C[O:6][C:7]1[CH:12]=[CH:11][C:10]([O:13]C)=[CH:9][C:8]=1[C:15]1([C:20]2[CH:25]=[CH:24][CH:23]=[CH:22][CH:21]=2)[CH2:18][CH:17]([CH3:19])[CH2:16]1.O, predict the reaction product. The product is: [CH3:19][CH:17]1[CH2:16][C:15]([C:8]2[CH:9]=[C:10]([OH:13])[CH:11]=[CH:12][C:7]=2[OH:6])([C:20]2[CH:21]=[CH:22][CH:23]=[CH:24][CH:25]=2)[CH2:18]1. (6) Given the reactants [N:1]1([C:7]2[CH:12]=[CH:11][C:10]([N+:13]([O-])=O)=[CH:9][C:8]=2[C:16]([N:18]2[CH2:23][CH2:22][N:21]([C:24]3[CH:29]=[CH:28][C:27]([C:30]([F:33])([F:32])[F:31])=[CH:26][CH:25]=3)[CH2:20][CH2:19]2)=[O:17])[CH2:6][CH2:5][O:4][CH2:3][CH2:2]1.[H][H], predict the reaction product. The product is: [NH2:13][C:10]1[CH:11]=[CH:12][C:7]([N:1]2[CH2:2][CH2:3][O:4][CH2:5][CH2:6]2)=[C:8]([C:16]([N:18]2[CH2:19][CH2:20][N:21]([C:24]3[CH:25]=[CH:26][C:27]([C:30]([F:32])([F:33])[F:31])=[CH:28][CH:29]=3)[CH2:22][CH2:23]2)=[O:17])[CH:9]=1. (7) Given the reactants [NH2:1][C:2]1[N:3]=[N:4][C:5]([Cl:8])=[CH:6][CH:7]=1.[C:9]1([CH2:15][C:16](Cl)=[O:17])[CH:14]=[CH:13][CH:12]=[CH:11][CH:10]=1, predict the reaction product. The product is: [Cl:8][C:5]1[N:4]=[N:3][C:2]([NH:1][C:16](=[O:17])[CH2:15][C:9]2[CH:14]=[CH:13][CH:12]=[CH:11][CH:10]=2)=[CH:7][CH:6]=1. (8) Given the reactants [C:1]([C:3]1[CH:8]=[C:7]([C:9]2[C:10]([C@@H:15]([NH:25][C:26](=[O:38])[CH2:27][C:28]3[C:36]4[C:31](=[CH:32][CH:33]=[C:34]([F:37])[CH:35]=4)[NH:30][CH:29]=3)[CH2:16][C:17]3[CH:22]=[C:21]([F:23])[CH:20]=[C:19]([F:24])[CH:18]=3)=[N:11][CH:12]=[CH:13][CH:14]=2)[CH:6]=[CH:5][N:4]=1)#[N:2].[OH-:39].[K+].OO, predict the reaction product. The product is: [F:24][C:19]1[CH:18]=[C:17]([CH2:16][C@@H:15]([C:10]2[C:9]([C:7]3[CH:6]=[CH:5][N:4]=[C:3]([C:1]([NH2:2])=[O:39])[CH:8]=3)=[CH:14][CH:13]=[CH:12][N:11]=2)[NH:25][C:26](=[O:38])[CH2:27][C:28]2[C:36]3[C:31](=[CH:32][CH:33]=[C:34]([F:37])[CH:35]=3)[NH:30][CH:29]=2)[CH:22]=[C:21]([F:23])[CH:20]=1. (9) Given the reactants C(OC(=O)[NH:7][C:8]1[CH:13]=[C:12]([N:14]([CH3:16])[CH3:15])[C:11]([Cl:17])=[CH:10][C:9]=1[NH:18][C:19](=[O:42])[CH2:20][C:21](=O)[C:22]1[CH:27]=[CH:26][CH:25]=[C:24]([N:28]2[C:32]([CH2:33][O:34]C3CCCCO3)=[CH:31][N:30]=[N:29]2)[CH:23]=1)(C)(C)C.C(O)(C(F)(F)F)=O, predict the reaction product. The product is: [Cl:17][C:11]1[C:12]([N:14]([CH3:16])[CH3:15])=[CH:13][C:8]2[N:7]=[C:21]([C:22]3[CH:27]=[CH:26][CH:25]=[C:24]([N:28]4[C:32]([CH2:33][OH:34])=[CH:31][N:30]=[N:29]4)[CH:23]=3)[CH2:20][C:19](=[O:42])[NH:18][C:9]=2[CH:10]=1.